Dataset: Forward reaction prediction with 1.9M reactions from USPTO patents (1976-2016). Task: Predict the product of the given reaction. (1) Given the reactants ICC(F)(F)F.ICCF.[Cl:11][C:12]1[CH:19]=[CH:18][C:15]([CH2:16]Br)=[C:14](F)[CH:13]=1.[NH:21]1[C:29]2[C:24](=[CH:25][CH:26]=[CH:27][N:28]=2)[CH:23]=[CH:22]1.C[O:31][C:32]1[CH:33]=[C:34]2[C:38](=N[CH:40]=1)N[CH:36]=[CH:35]2.CC[CH:43]1N=C(CC2C=CC(OC)=CC=2)[O:45][CH2:44]1, predict the reaction product. The product is: [Cl:11][C:12]1[CH:19]=[CH:18][C:15]([CH2:16][O:31][C:32]2[C:33]([O:45][CH2:44][CH3:43])=[C:34]([CH:35]=[CH:36][CH:40]=2)[CH2:38][C:23]2[C:24]3[C:29](=[N:28][CH:27]=[CH:26][CH:25]=3)[NH:21][CH:22]=2)=[CH:14][CH:13]=1. (2) Given the reactants [N:1]1[CH:6]=[CH:5][CH:4]=[C:3]([C:7]#[N:8])[C:2]=1[C:9]1[CH2:10][CH2:11][NH:12][CH2:13][CH:14]=1.ClCC(NC1C(C)=CC=CC=1C)=O.Cl[CH2:29][C:30]([NH:32][C:33]1[CH:38]=[CH:37][C:36]([F:39])=[CH:35][C:34]=1[F:40])=[O:31], predict the reaction product. The product is: [C:7]([C:3]1[C:2]([C:9]2[CH2:10][CH2:11][N:12]([CH2:29][C:30]([NH:32][C:33]3[CH:38]=[CH:37][C:36]([F:39])=[CH:35][C:34]=3[F:40])=[O:31])[CH2:13][CH:14]=2)=[N:1][CH:6]=[CH:5][CH:4]=1)#[N:8].